Dataset: Full USPTO retrosynthesis dataset with 1.9M reactions from patents (1976-2016). Task: Predict the reactants needed to synthesize the given product. (1) Given the product [CH3:1][O:2][C:3]1[CH:27]=[CH:26][C:6]([CH2:7][N:8]2[C:16]3[C:11](=[CH:12][C:13]([CH:17]=[C:18]4[S:22][C:21]([N:32]5[CH2:35][CH2:34][C@H:33]5[C:36]([OH:38])=[O:37])=[N:20][C:19]4=[O:25])=[CH:14][CH:15]=3)[CH:10]=[N:9]2)=[C:5]([C:28]([F:29])([F:30])[F:31])[CH:4]=1, predict the reactants needed to synthesize it. The reactants are: [CH3:1][O:2][C:3]1[CH:27]=[CH:26][C:6]([CH2:7][N:8]2[C:16]3[C:11](=[CH:12][C:13]([CH:17]=[C:18]4[S:22][C:21](SC)=[N:20][C:19]4=[O:25])=[CH:14][CH:15]=3)[CH:10]=[N:9]2)=[C:5]([C:28]([F:31])([F:30])[F:29])[CH:4]=1.[NH:32]1[CH2:35][CH2:34][C@H:33]1[C:36]([OH:38])=[O:37]. (2) The reactants are: [CH3:1][O:2][C:3]1[CH:8]=[CH:7][C:6]([C:9]23[N:30]([C:31]([C:33]4[C:34]([CH3:38])=[N:35][O:36][CH:37]=4)=[O:32])[CH2:29][CH2:28][N:10]2[C:11](=[O:27])[C:12]2[N:13]([CH:15]=[C:16]([N:18]4[CH:22]=[C:21]([Si](C)(C)C)[N:20]=[N:19]4)[CH:17]=2)[CH2:14]3)=[CH:5][CH:4]=1.O.C([O-])(O)=O.[Na+]. Given the product [CH3:1][O:2][C:3]1[CH:4]=[CH:5][C:6]([C:9]23[N:30]([C:31]([C:33]4[C:34]([CH3:38])=[N:35][O:36][CH:37]=4)=[O:32])[CH2:29][CH2:28][N:10]2[C:11](=[O:27])[C:12]2[N:13]([CH:15]=[C:16]([N:18]4[CH:22]=[CH:21][N:20]=[N:19]4)[CH:17]=2)[CH2:14]3)=[CH:7][CH:8]=1, predict the reactants needed to synthesize it.